From a dataset of Forward reaction prediction with 1.9M reactions from USPTO patents (1976-2016). Predict the product of the given reaction. Given the reactants Cl[C:2]1[C:3]2[CH2:10][C:9](=[O:11])[NH:8][C:4]=2[N:5]=[CH:6][N:7]=1.[CH3:12][C:13]1[CH:17]=[C:16]([C:18]([N:20]2[CH2:25][CH2:24][O:23][CH2:22][CH2:21]2)=[O:19])[NH:15][C:14]=1[CH:26]=O.[CH2:28](O)[CH3:29], predict the reaction product. The product is: [CH3:12][C:13]1[CH:17]=[C:16]([C:18]([N:20]2[CH2:21][CH2:22][O:23][CH2:24][CH2:25]2)=[O:19])[NH:15][C:14]=1[CH:26]=[C:10]1[C:3]2[C:2]([N:5]3[CH2:29][CH2:28][CH2:2][CH2:3][CH2:4]3)=[N:7][CH:6]=[N:5][C:4]=2[NH:8][C:9]1=[O:11].